Dataset: Full USPTO retrosynthesis dataset with 1.9M reactions from patents (1976-2016). Task: Predict the reactants needed to synthesize the given product. The reactants are: [C:1]([O:5][C:6]1[CH:11]=[CH:10][C:9]([P:12]([O:23][CH2:24][CH3:25])([CH2:14][P:15]([O:20][CH2:21][CH3:22])([O:17][CH2:18][CH3:19])=[O:16])=[O:13])=[CH:8][C:7]=1[C:26]([CH3:32])([CH3:31])[CH2:27][C:28](O)=[O:29])(=[O:4])[CH2:2][CH3:3].[CH3:33]CN(C(C)C)C(C)C.CN(C(ON1N=N[C:52]2[CH:53]=[CH:54][CH:55]=[CH:56][C:51]1=2)=[N+](C)C)C.F[P-](F)(F)(F)(F)F.Cl.C([O:74][C:75](=[O:85])[C@H:76]([CH2:78][C:79]1[CH:84]=[CH:83][CH:82]=[CH:81][CH:80]=1)[NH2:77])C1C=CC=CC=1. Given the product [CH2:33]([N:77]([C:28](=[O:29])[CH2:27][C:26]([C:7]1[CH:8]=[C:9]([P:12]([O:23][CH2:24][CH3:25])([CH2:14][P:15]([O:20][CH2:21][CH3:22])([O:17][CH2:18][CH3:19])=[O:16])=[O:13])[CH:10]=[CH:11][C:6]=1[O:5][C:1](=[O:4])[CH2:2][CH3:3])([CH3:31])[CH3:32])[C@H:76]([C:75]([OH:74])=[O:85])[CH2:78][C:79]1[CH:80]=[CH:81][CH:82]=[CH:83][CH:84]=1)[C:51]1[CH:56]=[CH:55][CH:54]=[CH:53][CH:52]=1, predict the reactants needed to synthesize it.